The task is: Predict the reactants needed to synthesize the given product.. This data is from Full USPTO retrosynthesis dataset with 1.9M reactions from patents (1976-2016). (1) Given the product [NH:26]1[C:27]2[C:23](=[CH:22][C:21]([NH:20][C:2]3[C:11]4[C:6](=[CH:7][CH:8]=[CH:9][C:10]=4[O:12][CH:13]4[CH2:18][CH2:17][N:16]([CH3:19])[CH2:15][CH2:14]4)[N:5]=[CH:4][N:3]=3)=[CH:29][CH:28]=2)[CH:24]=[CH:25]1, predict the reactants needed to synthesize it. The reactants are: Cl[C:2]1[C:11]2[C:6](=[CH:7][CH:8]=[CH:9][C:10]=2[O:12][CH:13]2[CH2:18][CH2:17][N:16]([CH3:19])[CH2:15][CH2:14]2)[N:5]=[CH:4][N:3]=1.[NH2:20][C:21]1[CH:22]=[C:23]2[C:27](=[CH:28][CH:29]=1)[NH:26][CH:25]=[CH:24]2. (2) Given the product [C:1]([O:5][C:6]([NH:8][C@@H:9]1[CH2:14][CH2:13][CH2:12][CH2:11][C@@H:10]1[NH:15][C:16]1[C:25]2[C:20](=[CH:21][CH:22]=[C:23]([O:26][CH3:27])[CH:24]=2)[N:19]=[C:18]([NH:36][CH2:35][C:34]2[CH:37]=[CH:38][C:31]([O:30][CH3:29])=[CH:32][CH:33]=2)[N:17]=1)=[O:7])([CH3:4])([CH3:3])[CH3:2], predict the reactants needed to synthesize it. The reactants are: [C:1]([O:5][C:6]([NH:8][C@@H:9]1[CH2:14][CH2:13][CH2:12][CH2:11][C@@H:10]1[NH:15][C:16]1[C:25]2[C:20](=[CH:21][CH:22]=[C:23]([O:26][CH3:27])[CH:24]=2)[N:19]=[C:18](Cl)[N:17]=1)=[O:7])([CH3:4])([CH3:3])[CH3:2].[CH3:29][O:30][C:31]1[CH:38]=[CH:37][C:34]([CH2:35][NH2:36])=[CH:33][CH:32]=1.C1(P(C2C=CC=CC=2)C2C=CC3C(=CC=CC=3)C=2C2C3C(=CC=CC=3)C=CC=2P(C2C=CC=CC=2)C2C=CC=CC=2)C=CC=CC=1.CC(C)([O-])C.[Na+]. (3) Given the product [Cl:10][C:11]1[CH:16]=[CH:15][C:14]([O:17][CH3:18])=[CH:13][C:12]=1[C:2]1[CH:8]=[CH:7][C:5]([NH2:6])=[CH:4][C:3]=1[F:9], predict the reactants needed to synthesize it. The reactants are: Br[C:2]1[CH:8]=[CH:7][C:5]([NH2:6])=[CH:4][C:3]=1[F:9].[Cl:10][C:11]1[CH:16]=[CH:15][C:14]([O:17][CH3:18])=[CH:13][C:12]=1B(O)O. (4) Given the product [Cl:1][C:2]1[CH:3]=[CH:4][C:5]([C:8]2[C:14]3[C:15]([CH3:19])=[C:16]([CH3:18])[S:17][C:13]=3[N:12]3[C:20]([CH3:23])=[N:21][N:22]=[C:11]3[C@@:10]3([CH2:25][C@H:24]3[CH:26]=[O:27])[N:9]=2)=[CH:6][CH:7]=1, predict the reactants needed to synthesize it. The reactants are: [Cl:1][C:2]1[CH:7]=[CH:6][C:5]([C:8]2[C:14]3[C:15]([CH3:19])=[C:16]([CH3:18])[S:17][C:13]=3[N:12]3[C:20]([CH3:23])=[N:21][N:22]=[C:11]3[C@@:10]3([CH2:25][C@H:24]3[CH2:26][OH:27])[N:9]=2)=[CH:4][CH:3]=1.CC1(C)N([O])C(C)(C)CC(OC)C1.[Br-].[K+].Cl[O-].[Na+]. (5) The reactants are: Br[C:2]1[CH:7]=[CH:6][CH:5]=[C:4]([Cl:8])[CH:3]=1.[Li]CCCC.[CH3:14][C:15]([S:18]([N:20]=[C:21]1[CH2:24][O:23][CH2:22]1)=[O:19])([CH3:17])[CH3:16]. Given the product [Cl:8][C:4]1[CH:3]=[C:2]([C:21]2([NH:20][S:18]([C:15]([CH3:17])([CH3:16])[CH3:14])=[O:19])[CH2:24][O:23][CH2:22]2)[CH:7]=[CH:6][CH:5]=1, predict the reactants needed to synthesize it. (6) The reactants are: [Cl:1][C:2]1[CH:7]=[CH:6][C:5]([C:8]2[CH:13]=[C:12]([CH3:14])[N:11]=[C:10]([C:15]3[CH:20]=[CH:19][N:18]=[C:17](Cl)[CH:16]=3)[N:9]=2)=[CH:4][CH:3]=1.[C:22]([NH:26][S:27]([C:30]1[S:31][C:32](B2OC(C)(C)C(C)(C)O2)=[CH:33][CH:34]=1)(=[O:29])=[O:28])([CH3:25])([CH3:24])[CH3:23]. Given the product [C:22]([NH:26][S:27]([C:30]1[S:31][C:32]([C:17]2[CH:16]=[C:15]([C:10]3[N:9]=[C:8]([C:5]4[CH:6]=[CH:7][C:2]([Cl:1])=[CH:3][CH:4]=4)[CH:13]=[C:12]([CH3:14])[N:11]=3)[CH:20]=[CH:19][N:18]=2)=[CH:33][CH:34]=1)(=[O:28])=[O:29])([CH3:25])([CH3:23])[CH3:24], predict the reactants needed to synthesize it. (7) Given the product [CH3:1][O:2][C:3]1[CH:10]=[CH:9][C:8]([O:11][CH3:12])=[CH:7][C:4]=1[CH:5]=[C:16]1[C:17]2[C:22](=[CH:21][CH:20]=[CH:19][CH:18]=2)[N:14]([OH:13])[C:15]1=[O:23], predict the reactants needed to synthesize it. The reactants are: [CH3:1][O:2][C:3]1[CH:10]=[CH:9][C:8]([O:11][CH3:12])=[CH:7][C:4]=1[CH:5]=O.[OH:13][N:14]1[C:22]2[C:17](=[CH:18][CH:19]=[CH:20][CH:21]=2)[CH2:16][C:15]1=[O:23].N1CCCCC1.C(Cl)Cl.CC(O)=O. (8) Given the product [CH3:13][O:14][C:15]1[CH:20]=[CH:19][C:18]([C:21]2[N:22]=[C:23]([C:34]3([C:40]([O:42][CH3:43])=[O:41])[CH2:39][CH2:38][N:37]([C:5](=[O:11])[N:54]([OH:55])[CH3:53])[CH2:36][CH2:35]3)[O:24][C:25]=2[C:26]2[CH:27]=[CH:28][C:29]([O:32][CH3:33])=[CH:30][CH:31]=2)=[CH:17][CH:16]=1, predict the reactants needed to synthesize it. The reactants are: ClC(Cl)(O[C:5](=[O:11])OC(Cl)(Cl)Cl)Cl.[CH3:13][O:14][C:15]1[CH:20]=[CH:19][C:18]([C:21]2[N:22]=[C:23]([C:34]3([C:40]([O:42][CH3:43])=[O:41])[CH2:39][CH2:38][NH:37][CH2:36][CH2:35]3)[O:24][C:25]=2[C:26]2[CH:31]=[CH:30][C:29]([O:32][CH3:33])=[CH:28][CH:27]=2)=[CH:17][CH:16]=1.C(N(CC)CC)C.Cl.Cl.[CH3:53][NH:54][OH:55]. (9) Given the product [F:17][C:18]1[CH:23]=[CH:22][C:21]([C:24]2[CH:29]=[N:28][C:27]([C@@H:30]([NH:32][C:12]3[N:11]=[C:10]([N:5]4[C@@H:4]([C@@H:2]([F:1])[CH3:3])[CH2:8][O:7][C:6]4=[O:9])[CH:15]=[CH:14][N:13]=3)[CH3:31])=[N:26][CH:25]=2)=[CH:20][C:19]=1[CH3:33], predict the reactants needed to synthesize it. The reactants are: [F:1][C@H:2]([C@H:4]1[CH2:8][O:7][C:6](=[O:9])[N:5]1[C:10]1[CH:15]=[CH:14][N:13]=[C:12](F)[N:11]=1)[CH3:3].[F:17][C:18]1[CH:23]=[CH:22][C:21]([C:24]2[CH:25]=[N:26][C:27]([C@@H:30]([NH2:32])[CH3:31])=[N:28][CH:29]=2)=[CH:20][C:19]=1[CH3:33].CCN(C(C)C)C(C)C.O.